Dataset: Reaction yield outcomes from USPTO patents with 853,638 reactions. Task: Predict the reaction yield, written as a fraction of the theoretical maximum amount of product (1.0 means a 100% yield; for example, 0.34 means a 34% yield). (1) The reactants are [CH:1]([O:4][C:5]([N:7]1[C:16]2[C:11](=[N:12][C:13]([O:17][CH3:18])=[CH:14][CH:15]=2)[C@H:10]([NH:19][CH2:20][C:21]2[CH:26]=[C:25]([C:27]([F:30])([F:29])[F:28])[CH:24]=[C:23]([C:31]([F:34])([F:33])[F:32])[CH:22]=2)[CH2:9][C@@H:8]1[CH3:35])=[O:6])([CH3:3])[CH3:2].[F:36][C:37]1[CH:38]=[C:39]([CH:43]=[C:44]([C:46]([F:49])([F:48])[F:47])[CH:45]=1)[C:40](Cl)=[O:41]. The catalyst is N1C=CC=CC=1. The product is [CH:1]([O:4][C:5]([N:7]1[C:16]2[C:11](=[N:12][C:13]([O:17][CH3:18])=[CH:14][CH:15]=2)[C@H:10]([N:19]([CH2:20][C:21]2[CH:26]=[C:25]([C:27]([F:28])([F:29])[F:30])[CH:24]=[C:23]([C:31]([F:34])([F:33])[F:32])[CH:22]=2)[C:40](=[O:41])[C:39]2[CH:43]=[C:44]([C:46]([F:47])([F:48])[F:49])[CH:45]=[C:37]([F:36])[CH:38]=2)[CH2:9][C@@H:8]1[CH3:35])=[O:6])([CH3:3])[CH3:2]. The yield is 0.880. (2) The reactants are [C:1]([O:5][C:6]([N:8]1[CH2:13][CH:12]=[C:11]([O:14][Si](C)(C)C)[CH2:10][CH2:9]1)=[O:7])([CH3:4])([CH3:3])[CH3:2].[B-](F)(F)(F)[F:20].[B-](F)(F)(F)F.C1[N+]2(CCl)CC[N+](F)(CC2)C1.C(=O)(O)[O-].[Na+].C(OCC)(=O)C. The catalyst is C(#N)C. The product is [C:1]([O:5][C:6]([N:8]1[CH2:13][CH2:12][C:11](=[O:14])[CH:10]([F:20])[CH2:9]1)=[O:7])([CH3:4])([CH3:3])[CH3:2]. The yield is 0.670. (3) The reactants are [F:1][C:2]1[CH:9]=[C:8](F)[CH:7]=[C:6]([F:11])[C:3]=1[C:4]#[N:5].[OH:12][CH:13]1[CH2:18][CH2:17][NH:16][CH2:15][CH2:14]1. The catalyst is CO. The product is [F:1][C:2]1[CH:9]=[C:8]([N:16]2[CH2:17][CH2:18][CH:13]([OH:12])[CH2:14][CH2:15]2)[CH:7]=[C:6]([F:11])[C:3]=1[C:4]#[N:5]. The yield is 0.210. (4) The reactants are C(N1C(C2CN(C)C2)=CC(C2C=C(C(F)(F)F)C(N)=NC=2)=N1)(C)C.[CH:25]1([CH2:28][N:29]2[C:33]([CH:34]3[CH2:37][N:36]([C:38](=[O:40])[CH3:39])[CH2:35]3)=[CH:32][C:31](I)=[N:30]2)[CH2:27][CH2:26]1.[F:42][C:43]([F:63])([F:62])[C:44]1[C:52]2[C:47](=[N:48][CH:49]=[C:50](B3OC(C)(C)C(C)(C)O3)[CH:51]=2)[NH:46][CH:45]=1. No catalyst specified. The product is [CH:25]1([CH2:28][N:29]2[C:33]([CH:34]3[CH2:37][N:36]([C:38](=[O:40])[CH3:39])[CH2:35]3)=[CH:32][C:31]([C:50]3[CH:51]=[C:52]4[C:44]([C:43]([F:62])([F:63])[F:42])=[CH:45][NH:46][C:47]4=[N:48][CH:49]=3)=[N:30]2)[CH2:27][CH2:26]1. The yield is 0.120.